From a dataset of Reaction yield outcomes from USPTO patents with 853,638 reactions. Predict the reaction yield, written as a fraction of the theoretical maximum amount of product (1.0 means a 100% yield; for example, 0.34 means a 34% yield). (1) The reactants are C([N-]C(C)C)(C)C.[Li+].[F:9][C:10]1[CH:15]=[CH:14][CH:13]=[CH:12][N:11]=1.[F:16][C:17]([F:24])([F:23])[C:18](OCC)=[O:19].Cl. The product is [F:16][C:17]([F:24])([F:23])[C:18]([C:15]1[C:10]([F:9])=[N:11][CH:12]=[CH:13][CH:14]=1)=[O:19]. The yield is 0.900. The catalyst is C1COCC1. (2) The yield is 0.520. The reactants are [C:1]([O:5][C:6](=[O:17])[NH:7][C@H:8]1[CH2:13][CH2:12][C@H:11]([CH2:14][CH:15]=O)[CH2:10][CH2:9]1)([CH3:4])([CH3:3])[CH3:2].[N:18]1([C:24]2[C:29]3[CH:30]=[CH:31][O:32][C:28]=3[CH:27]=[CH:26][N:25]=2)[CH2:23][CH2:22][NH:21][CH2:20][CH2:19]1.C([O-])(O)=O.[Na+]. The catalyst is ClCCCl.CO. The product is [C:1]([O:5][C:6](=[O:17])[NH:7][C@H:8]1[CH2:13][CH2:12][C@H:11]([CH2:14][CH2:15][N:21]2[CH2:22][CH2:23][N:18]([C:24]3[C:29]4[CH:30]=[CH:31][O:32][C:28]=4[CH:27]=[CH:26][N:25]=3)[CH2:19][CH2:20]2)[CH2:10][CH2:9]1)([CH3:4])([CH3:3])[CH3:2]. (3) The reactants are [F:1][C:2]([F:37])([F:36])[O:3][C:4]1[CH:9]=[CH:8][CH:7]=[CH:6][C:5]=1[NH:10][C:11]1[N:20]=[CH:19][C:18]2[CH2:17][CH2:16][C:15]3[C:21]([C:33]([NH2:35])=[O:34])=[N:22][N:23]([CH2:24][CH2:25][O:26]C4CCCCO4)[C:14]=3[C:13]=2[N:12]=1.C1(C)C=CC(S(O)(=O)=O)=CC=1. The catalyst is C(O)C. The product is [F:37][C:2]([F:1])([F:36])[O:3][C:4]1[CH:9]=[CH:8][CH:7]=[CH:6][C:5]=1[NH:10][C:11]1[N:20]=[CH:19][C:18]2[CH2:17][CH2:16][C:15]3[C:21]([C:33]([NH2:35])=[O:34])=[N:22][N:23]([CH2:24][CH2:25][OH:26])[C:14]=3[C:13]=2[N:12]=1. The yield is 0.900. (4) The reactants are [F:1][C:2]1[CH:11]=[C:10]([NH:12][S:13]([C:16]2[CH:21]=[CH:20][C:19](I)=[CH:18][CH:17]=2)(=[O:15])=[O:14])[CH:9]=[C:8]([F:23])[C:3]=1[C:4]([O:6]C)=[O:5].[NH:24]1[CH:28]=[CH:27][N:26]=[CH:25]1.[OH-].[Na+].Cl. The catalyst is CN(C)C=O.[Cl-].[NH4+].CO.[Cu]I.C([O-])(=O)C.[Pd+2].C([O-])(=O)C. The product is [F:1][C:2]1[CH:11]=[C:10]([NH:12][S:13]([C:16]2[CH:21]=[CH:20][C:19]([C:25]3[NH:24][CH:28]=[CH:27][N:26]=3)=[CH:18][CH:17]=2)(=[O:15])=[O:14])[CH:9]=[C:8]([F:23])[C:3]=1[C:4]([OH:6])=[O:5]. The yield is 0.0900. (5) The reactants are Br[C:2](Br)=[CH:3][C:4]1[S:8][C:7]2[CH:9]=[CH:10][CH:11]=[CH:12][C:6]=2[CH:5]=1.[N:14]1([C:20]([O:22][C:23]([CH3:26])([CH3:25])[CH3:24])=[O:21])[CH2:19][CH2:18][NH:17][CH2:16][CH2:15]1.[OH-:27].[K+]. The catalyst is O1CCCC1.O. The product is [S:8]1[C:7]2[CH:9]=[CH:10][CH:11]=[CH:12][C:6]=2[CH:5]=[C:4]1[CH2:3][CH:2]([N:17]1[CH2:18][CH2:19][N:14]([C:20]([O:22][C:23]([CH3:26])([CH3:25])[CH3:24])=[O:21])[CH2:15][CH2:16]1)[OH:27]. The yield is 0.650. (6) The reactants are Br[C:2]1[CH:7]=[CH:6][CH:5]=[C:4]([CH2:8][CH2:9][CH:10]=[CH2:11])[CH:3]=1.[B:12]1([B:12]2[O:16][C:15]([CH3:18])([CH3:17])[C:14]([CH3:20])([CH3:19])[O:13]2)[O:16][C:15]([CH3:18])([CH3:17])[C:14]([CH3:20])([CH3:19])[O:13]1.C([O-])(=O)C.[K+]. The catalyst is CN(C=O)C.C1C=CC(P(C2C=CC=CC=2)[C-]2C=CC=C2)=CC=1.C1C=CC(P(C2C=CC=CC=2)[C-]2C=CC=C2)=CC=1.Cl[Pd]Cl.[Fe+2]. The product is [CH2:8]([C:4]1[CH:3]=[C:2]([B:12]2[O:16][C:15]([CH3:18])([CH3:17])[C:14]([CH3:20])([CH3:19])[O:13]2)[CH:7]=[CH:6][CH:5]=1)[CH2:9][CH:10]=[CH2:11]. The yield is 0.654. (7) No catalyst specified. The product is [CH2:1]([NH:8][C:9]1[N:14]2[N:15]=[CH:16][C:17]([C:18]([NH:40][S:37]([CH3:36])(=[O:39])=[O:38])=[O:20])=[C:13]2[N:12]=[CH:11][C:10]=1[C:21]([N:23]1[CH2:24][CH2:25][CH:26]([C:29]2[CH:34]=[CH:33][CH:32]=[CH:31][C:30]=2[F:35])[CH2:27][CH2:28]1)=[O:22])[C:2]1[CH:3]=[CH:4][CH:5]=[CH:6][CH:7]=1. The reactants are [CH2:1]([NH:8][C:9]1[N:14]2[N:15]=[CH:16][C:17]([C:18]([OH:20])=O)=[C:13]2[N:12]=[CH:11][C:10]=1[C:21]([N:23]1[CH2:28][CH2:27][CH:26]([C:29]2[CH:34]=[CH:33][CH:32]=[CH:31][C:30]=2[F:35])[CH2:25][CH2:24]1)=[O:22])[C:2]1[CH:7]=[CH:6][CH:5]=[CH:4][CH:3]=1.[CH3:36][S:37]([NH2:40])(=[O:39])=[O:38]. The yield is 0.270. (8) The reactants are Cl[CH2:2][CH2:3][CH2:4][N:5]1[C:14]2[C:9](=[CH:10][CH:11]=[CH:12][CH:13]=2)[N:8]2[CH:15]=[CH:16][CH:17]=[C:7]2[C:6]1=[O:18].[Cl:19][C:20]1[CH:25]=[CH:24][C:23]([C:26]2([OH:32])[CH2:31][CH2:30][NH:29][CH2:28][CH2:27]2)=[CH:22][CH:21]=1.C(=O)([O-])[O-].[K+].[K+]. The catalyst is C(#N)C. The product is [Cl:19][C:20]1[CH:25]=[CH:24][C:23]([C:26]2([OH:32])[CH2:27][CH2:28][N:29]([CH2:2][CH2:3][CH2:4][N:5]3[C:14]4[C:9](=[CH:10][CH:11]=[CH:12][CH:13]=4)[N:8]4[CH:15]=[CH:16][CH:17]=[C:7]4[C:6]3=[O:18])[CH2:30][CH2:31]2)=[CH:22][CH:21]=1. The yield is 0.290. (9) The reactants are [F:1][C:2]([CH3:19])([CH2:5][NH:6][C@H:7]([CH3:18])[CH2:8][C:9]1[C:17]2[C:12](=[CH:13][CH:14]=[CH:15][CH:16]=2)[NH:11][CH:10]=1)[CH2:3][OH:4].[F:20][C:21]1[CH:28]=[C:27]([I:29])[CH:26]=[C:25]([F:30])[C:22]=1[CH:23]=O.C1(C)C=CC=CC=1. The catalyst is C(O)(=O)C. The product is [F:20][C:21]1[CH:28]=[C:27]([I:29])[CH:26]=[C:25]([F:30])[C:22]=1[C@@H:23]1[C:10]2[NH:11][C:12]3[C:17]([C:9]=2[CH2:8][C@@H:7]([CH3:18])[N:6]1[CH2:5][C:2]([F:1])([CH3:19])[CH2:3][OH:4])=[CH:16][CH:15]=[CH:14][CH:13]=3. The yield is 0.740. (10) The reactants are Cl[C:2]1[N:7]=[C:6]([NH:8][C@@H:9]2[CH2:14][CH2:13][CH2:12][N:11]([C:15](=[O:18])[CH:16]=[CH2:17])[CH2:10]2)[C:5]([F:19])=[CH:4][N:3]=1.C([O-])([O-])=O.[Cs+].[Cs+].[NH2:26][C:27]1[CH:28]=[CH:29][C:30]2[CH2:36][CH2:35][CH2:34][N:33]([C:37]([O:39][C:40]([CH3:43])([CH3:42])[CH3:41])=[O:38])[CH2:32][C:31]=2[CH:44]=1.CN(C1C(C2C(P(C3CCCCC3)C3CCCCC3)=CC=CC=2)=CC=CC=1)C. The catalyst is C(O)(CC)(C)C.O.C1C=CC(/C=C/C(/C=C/C2C=CC=CC=2)=O)=CC=1.C1C=CC(/C=C/C(/C=C/C2C=CC=CC=2)=O)=CC=1.[Pd]. The product is [C:15]([N:11]1[CH2:12][CH2:13][CH2:14][C@@H:9]([NH:8][C:6]2[C:5]([F:19])=[CH:4][N:3]=[C:2]([NH:26][C:27]3[CH:28]=[CH:29][C:30]4[CH2:36][CH2:35][CH2:34][N:33]([C:37]([O:39][C:40]([CH3:42])([CH3:41])[CH3:43])=[O:38])[CH2:32][C:31]=4[CH:44]=3)[N:7]=2)[CH2:10]1)(=[O:18])[CH:16]=[CH2:17]. The yield is 0.870.